Dataset: NCI-60 drug combinations with 297,098 pairs across 59 cell lines. Task: Regression. Given two drug SMILES strings and cell line genomic features, predict the synergy score measuring deviation from expected non-interaction effect. (1) Drug 1: CCN(CC)CCCC(C)NC1=C2C=C(C=CC2=NC3=C1C=CC(=C3)Cl)OC. Drug 2: C(CCl)NC(=O)N(CCCl)N=O. Cell line: SNB-75. Synergy scores: CSS=10.3, Synergy_ZIP=-4.24, Synergy_Bliss=-0.900, Synergy_Loewe=-14.6, Synergy_HSA=-1.54. (2) Drug 1: CC1=C(C=C(C=C1)NC(=O)C2=CC=C(C=C2)CN3CCN(CC3)C)NC4=NC=CC(=N4)C5=CN=CC=C5. Cell line: A549. Synergy scores: CSS=-3.57, Synergy_ZIP=2.24, Synergy_Bliss=0.0175, Synergy_Loewe=-4.43, Synergy_HSA=-4.29. Drug 2: CC(C)(C#N)C1=CC(=CC(=C1)CN2C=NC=N2)C(C)(C)C#N. (3) Drug 1: C1CC(=O)NC(=O)C1N2CC3=C(C2=O)C=CC=C3N. Drug 2: C1CNP(=O)(OC1)N(CCCl)CCCl. Cell line: NCI-H226. Synergy scores: CSS=0.267, Synergy_ZIP=1.40, Synergy_Bliss=0.836, Synergy_Loewe=-2.06, Synergy_HSA=-2.88. (4) Drug 1: C1=CC(=C2C(=C1NCCNCCO)C(=O)C3=C(C=CC(=C3C2=O)O)O)NCCNCCO. Drug 2: COC1=CC(=CC(=C1O)OC)C2C3C(COC3=O)C(C4=CC5=C(C=C24)OCO5)OC6C(C(C7C(O6)COC(O7)C8=CC=CS8)O)O. Cell line: KM12. Synergy scores: CSS=56.2, Synergy_ZIP=3.42, Synergy_Bliss=5.86, Synergy_Loewe=13.3, Synergy_HSA=14.3. (5) Drug 1: CCN(CC)CCNC(=O)C1=C(NC(=C1C)C=C2C3=C(C=CC(=C3)F)NC2=O)C. Drug 2: C1=NNC2=C1C(=O)NC=N2. Cell line: SW-620. Synergy scores: CSS=7.14, Synergy_ZIP=-3.24, Synergy_Bliss=-7.23, Synergy_Loewe=-9.51, Synergy_HSA=-3.79. (6) Drug 1: CC1=CC2C(CCC3(C2CCC3(C(=O)C)OC(=O)C)C)C4(C1=CC(=O)CC4)C. Drug 2: CCC1(C2=C(COC1=O)C(=O)N3CC4=CC5=C(C=CC(=C5CN(C)C)O)N=C4C3=C2)O.Cl. Cell line: MDA-MB-231. Synergy scores: CSS=9.30, Synergy_ZIP=-0.480, Synergy_Bliss=-3.94, Synergy_Loewe=-100, Synergy_HSA=-13.6. (7) Drug 1: CC1=C2C(C(=O)C3(C(CC4C(C3C(C(C2(C)C)(CC1OC(=O)C(C(C5=CC=CC=C5)NC(=O)OC(C)(C)C)O)O)OC(=O)C6=CC=CC=C6)(CO4)OC(=O)C)O)C)O. Drug 2: C(CC(=O)O)C(=O)CN.Cl. Cell line: K-562. Synergy scores: CSS=10.1, Synergy_ZIP=-8.00, Synergy_Bliss=-13.5, Synergy_Loewe=-50.8, Synergy_HSA=-14.2.